From a dataset of Full USPTO retrosynthesis dataset with 1.9M reactions from patents (1976-2016). Predict the reactants needed to synthesize the given product. (1) Given the product [CH2:17]([C@@H:15]1[CH2:16][C@:14]1([NH:13][C:12]([C@@H:10]1[CH2:11][C@:3]2([C:2]([CH3:39])([CH3:1])[C:4]32[CH2:7][CH2:6][CH2:5]3)[CH2:8][N:9]1[C:32]([O:34][C:35]([CH3:36])([CH3:37])[CH3:38])=[O:33])=[O:31])[C:19](=[O:30])[NH:20][S:21]([C:24]1([CH2:27][CH2:28][CH3:29])[CH2:25][CH2:26]1)(=[O:23])=[O:22])[CH3:18], predict the reactants needed to synthesize it. The reactants are: [CH3:1][C:2]1([CH3:39])[C:4]2([CH2:7][CH2:6][CH2:5]2)[C@:3]21[CH2:11][C@@H:10]([C:12](=[O:31])[NH:13][C@:14]1([C:19](=[O:30])[NH:20][S:21]([C:24]3([CH2:27][CH2:28][CH3:29])[CH2:26][CH2:25]3)(=[O:23])=[O:22])[CH2:16][C@H:15]1[CH:17]=[CH2:18])[N:9]([C:32]([O:34][C:35]([CH3:38])([CH3:37])[CH3:36])=[O:33])[CH2:8]2.N(C([O-])=O)=NC([O-])=O.[K+].[K+].C(O)(=O)C. (2) Given the product [OH:1][C@H:2]([C@@H:20]([NH:28][C:29](=[O:48])[C@H:30]([CH2:44][C:45](=[O:47])[NH2:46])[NH:31][C:32]([C:34]1[CH:43]=[CH:42][C:41]2[C:36](=[CH:37][CH:38]=[CH:39][CH:40]=2)[N:35]=1)=[O:33])[CH2:21][C:22]1[CH:27]=[CH:26][CH:25]=[CH:24][CH:23]=1)[CH2:3][N:4]([CH2:13][C:14]1[CH:15]=[CH:16][CH:17]=[CH:18][CH:19]=1)[NH2:5], predict the reactants needed to synthesize it. The reactants are: [OH:1][C@H:2]([C@@H:20]([NH:28][C:29](=[O:48])[C@H:30]([CH2:44][C:45](=[O:47])[NH2:46])[NH:31][C:32]([C:34]1[CH:43]=[CH:42][C:41]2[C:36](=[CH:37][CH:38]=[CH:39][CH:40]=2)[N:35]=1)=[O:33])[CH2:21][C:22]1[CH:27]=[CH:26][CH:25]=[CH:24][CH:23]=1)[CH2:3][N:4]([CH2:13][C:14]1[CH:19]=[CH:18][CH:17]=[CH:16][CH:15]=1)[NH:5]C(OC(C)(C)C)=O.